This data is from Forward reaction prediction with 1.9M reactions from USPTO patents (1976-2016). The task is: Predict the product of the given reaction. (1) Given the reactants [Cl:1][C:2]1[C:3]([C:22]2[S:26][C:25]([C:27]3([F:31])[CH2:30][CH2:29][CH2:28]3)=[N:24][CH:23]=2)=[C:4]2[CH:10]=[C:9](I)[N:8]([S:12]([C:15]3[CH:21]=[CH:20][C:18]([CH3:19])=[CH:17][CH:16]=3)(=[O:14])=[O:13])[C:5]2=[N:6][CH:7]=1.CC1(C)C(C)(C)OB([C:40]2[CH:41]=[N:42][N:43]([CH2:45][CH2:46][N:47]3[CH2:52][CH2:51][O:50][CH2:49][CH2:48]3)[CH:44]=2)O1.C(=O)(O)[O-], predict the reaction product. The product is: [Cl:1][C:2]1[C:3]([C:22]2[S:26][C:25]([C:27]3([F:31])[CH2:30][CH2:29][CH2:28]3)=[N:24][CH:23]=2)=[C:4]2[CH:10]=[C:9]([C:40]3[CH:41]=[N:42][N:43]([CH2:45][CH2:46][N:47]4[CH2:52][CH2:51][O:50][CH2:49][CH2:48]4)[CH:44]=3)[N:8]([S:12]([C:15]3[CH:21]=[CH:20][C:18]([CH3:19])=[CH:17][CH:16]=3)(=[O:14])=[O:13])[C:5]2=[N:6][CH:7]=1. (2) Given the reactants [Li+].C[CH:3]([N-:5][CH:6]([CH3:8])[CH3:7])[CH3:4].[C:9](#N)[C:10]([CH3:12])=O, predict the reaction product. The product is: [NH:5]1[C:6]2[C:7](=[CH:9][CH:10]=[CH:12][CH:8]=2)[CH:4]=[CH:3]1. (3) Given the reactants [CH2:1]([N:5]([S:15]([C:18]1[CH:23]=[CH:22][C:21]([CH3:24])=[CH:20][CH:19]=1)(=[O:17])=[O:16])[C@H:6]([C:12]([OH:14])=[O:13])[CH2:7][CH2:8][CH2:9][CH2:10][NH2:11])[CH:2]([CH3:4])[CH3:3].[C:25]([O:29][C:30]([NH:32][C@H:33]([C:38](O)=[O:39])[CH2:34][CH2:35][S:36][CH3:37])=[O:31])([CH3:28])([CH3:27])[CH3:26], predict the reaction product. The product is: [CH3:24][C:21]1[CH:22]=[CH:23][C:18]([S:15]([N:5]([C@H:6]([C:12]([OH:14])=[O:13])[CH2:7][CH2:8][CH2:9][CH2:10][NH:11][C:38]([C@@H:33]([NH:32][C:30]([O:29][C:25]([CH3:28])([CH3:27])[CH3:26])=[O:31])[CH2:34][CH2:35][S:36][CH3:37])=[O:39])[CH2:1][CH:2]([CH3:3])[CH3:4])(=[O:17])=[O:16])=[CH:19][CH:20]=1. (4) Given the reactants [C:1](Cl)(=[O:4])[CH:2]=[CH2:3].[NH2:6][C:7]1[C:8]([N:34]2[CH2:39][CH2:38][N:37]([CH3:40])[CH2:36][CH2:35]2)=[CH:9][C:10]([O:32][CH3:33])=[C:11]([NH:13][C:14]2[N:19]=[C:18]([C:20]3[C:28]4[C:23](=[CH:24][CH:25]=[CH:26][CH:27]=4)[N:22]([CH3:29])[CH:21]=3)[C:17]([C:30]#[N:31])=[CH:16][N:15]=2)[CH:12]=1.CCN(C(C)C)C(C)C, predict the reaction product. The product is: [C:30]([C:17]1[C:18]([C:20]2[C:28]3[C:23](=[CH:24][CH:25]=[CH:26][CH:27]=3)[N:22]([CH3:29])[CH:21]=2)=[N:19][C:14]([NH:13][C:11]2[C:10]([O:32][CH3:33])=[CH:9][C:8]([N:34]3[CH2:35][CH2:36][N:37]([CH3:40])[CH2:38][CH2:39]3)=[C:7]([NH:6][C:1](=[O:4])[CH:2]=[CH2:3])[CH:12]=2)=[N:15][CH:16]=1)#[N:31]. (5) Given the reactants [CH3:1][N:2]1[C:10]2[CH:9]=[C:8]([N:11]3[CH2:16][CH2:15][N:14]([CH2:17][CH2:18][C:19]4[CH:24]=[CH:23][CH:22]=[CH:21][N:20]=4)[CH2:13][C:12]3=[O:25])[CH:7]=[CH:6][C:5]=2[C:4]2[CH2:26][N:27](C(OC(C)(C)C)=O)[CH2:28][CH2:29][C:3]1=2.C1(N)C(F)=C(F)C(F)=C(N)C=1F.[ClH:49].Cl, predict the reaction product. The product is: [ClH:49].[ClH:49].[CH3:1][N:2]1[C:10]2[CH:9]=[C:8]([N:11]3[CH2:16][CH2:15][N:14]([CH2:17][CH2:18][C:19]4[CH:24]=[CH:23][CH:22]=[CH:21][N:20]=4)[CH2:13][C:12]3=[O:25])[CH:7]=[CH:6][C:5]=2[C:4]2[CH2:26][NH:27][CH2:28][CH2:29][C:3]1=2. (6) Given the reactants CO[C:3]([C:5]1[CH:6]=[C:7]2[C:11](=[CH:12][CH:13]=1)[NH:10][N:9]=[CH:8]2)=[O:4].Br[CH2:15][CH:16]1[CH2:18][CH2:17]1, predict the reaction product. The product is: [CH:16]1([CH2:15][N:10]2[C:11]3[C:7](=[CH:6][C:5]([CH2:3][OH:4])=[CH:13][CH:12]=3)[CH:8]=[N:9]2)[CH2:18][CH2:17]1.